The task is: Predict the reactants needed to synthesize the given product.. This data is from Full USPTO retrosynthesis dataset with 1.9M reactions from patents (1976-2016). (1) Given the product [Si:1]([O:8][CH2:9][CH2:10][N:11]([C:12]1[CH:17]=[CH:16][C:15]([N:18]2[CH2:22][CH2:21][N:20]([CH2:23][C:24]([F:26])([F:27])[F:25])[C:19]2=[O:28])=[C:14]([Cl:29])[CH:13]=1)[C:37]([C:36]1[C:31]([Cl:30])=[N:32][CH:33]=[N:34][C:35]=1[Cl:40])=[O:38])([C:4]([CH3:7])([CH3:5])[CH3:6])([CH3:3])[CH3:2], predict the reactants needed to synthesize it. The reactants are: [Si:1]([O:8][CH2:9][CH2:10][NH:11][C:12]1[CH:17]=[CH:16][C:15]([N:18]2[CH2:22][CH2:21][N:20]([CH2:23][C:24]([F:27])([F:26])[F:25])[C:19]2=[O:28])=[C:14]([Cl:29])[CH:13]=1)([C:4]([CH3:7])([CH3:6])[CH3:5])([CH3:3])[CH3:2].[Cl:30][C:31]1[C:36]([C:37](Cl)=[O:38])=[C:35]([Cl:40])[N:34]=[CH:33][N:32]=1.O. (2) Given the product [NH2:23][C:20]1[CH:21]=[CH:22][C:8]([CH3:7])=[C:9]([CH:19]=1)[C:10]([NH:12][C:13]1[CH:18]=[N:17][CH:16]=[N:15][CH:14]=1)=[O:11], predict the reactants needed to synthesize it. The reactants are: CCOC(C)=O.[CH3:7][C:8]1[CH:22]=[CH:21][C:20]([N+:23]([O-])=O)=[CH:19][C:9]=1[C:10]([NH:12][C:13]1[CH:14]=[N:15][CH:16]=[N:17][CH:18]=1)=[O:11].[H][H]. (3) The reactants are: [CH:1]1([CH2:4][O:5][C:6]2[N:11]=[C:10]([C:12]([OH:14])=O)[CH:9]=[CH:8][C:7]=2[N:15]2[CH2:18][C:17]([F:20])([F:19])[CH2:16]2)[CH2:3][CH2:2]1.[NH2:21][CH:22]([CH2:28][CH2:29][CH2:30][CH2:31][CH3:32])[CH2:23][C:24]([O:26][CH3:27])=[O:25].CN(C(ON1N=NC2C=CC=CC1=2)=[N+](C)C)C.[B-](F)(F)(F)F.CCN(C(C)C)C(C)C. Given the product [CH:1]1([CH2:4][O:5][C:6]2[N:11]=[C:10]([C:12]([NH:21][CH:22]([CH2:28][CH2:29][CH2:30][CH2:31][CH3:32])[CH2:23][C:24]([O:26][CH3:27])=[O:25])=[O:14])[CH:9]=[CH:8][C:7]=2[N:15]2[CH2:18][C:17]([F:20])([F:19])[CH2:16]2)[CH2:2][CH2:3]1, predict the reactants needed to synthesize it. (4) Given the product [CH2:24]([O:26][C:27]([C:28]1[C:29](=[O:30])[N:14]([CH2:15][C:16]2[CH:17]=[CH:18][C:19]([O:22][CH3:23])=[CH:20][CH:21]=2)[C:5]2[C:6]([C:7]=1[OH:8])=[CH:13][C:2]([Cl:1])=[CH:3][CH:4]=2)=[O:32])[CH3:25], predict the reactants needed to synthesize it. The reactants are: [Cl:1][C:2]1[CH:3]=[CH:4][C:5]([NH:14][CH2:15][C:16]2[CH:21]=[CH:20][C:19]([O:22][CH3:23])=[CH:18][CH:17]=2)=[C:6]([CH:13]=1)[C:7](N(OC)C)=[O:8].[CH2:24]([O:26][C:27](=[O:32])[CH2:28][C:29](Cl)=[O:30])[CH3:25].CC[O-].[Na+].